This data is from NCI-60 drug combinations with 297,098 pairs across 59 cell lines. The task is: Regression. Given two drug SMILES strings and cell line genomic features, predict the synergy score measuring deviation from expected non-interaction effect. Drug 1: C1CCC(C1)C(CC#N)N2C=C(C=N2)C3=C4C=CNC4=NC=N3. Drug 2: CCN(CC)CCNC(=O)C1=C(NC(=C1C)C=C2C3=C(C=CC(=C3)F)NC2=O)C. Cell line: SK-MEL-5. Synergy scores: CSS=-18.5, Synergy_ZIP=14.3, Synergy_Bliss=5.77, Synergy_Loewe=-11.9, Synergy_HSA=-13.9.